Dataset: Catalyst prediction with 721,799 reactions and 888 catalyst types from USPTO. Task: Predict which catalyst facilitates the given reaction. (1) Reactant: [CH:1]([C:3]1[CH:4]=[C:5]([CH:8]=[CH:9][C:10]=1[CH:11]1[C:16]2[C:17](=[O:20])[CH2:18][CH2:19][C:15]=2[N:14]([C:21]2[CH:26]=[CH:25][CH:24]=[C:23]([C:27]([F:30])([F:29])[F:28])[CH:22]=2)[C:13](=[O:31])[N:12]1[CH3:32])[C:6]#[N:7])=[O:2].C1(C)C=CC(S([CH2:42][N+:43]#[C-:44])(=O)=O)=CC=1.C(=O)([O-])[O-].[K+].[K+]. Product: [CH3:32][N:12]1[CH:11]([C:10]2[CH:9]=[CH:8][C:5]([C:6]#[N:7])=[CH:4][C:3]=2[C:1]2[O:2][CH:44]=[N:43][CH:42]=2)[C:16]2[C:17](=[O:20])[CH2:18][CH2:19][C:15]=2[N:14]([C:21]2[CH:26]=[CH:25][CH:24]=[C:23]([C:27]([F:30])([F:29])[F:28])[CH:22]=2)[C:13]1=[O:31]. The catalyst class is: 125. (2) Reactant: Cl[C:2]1[CH:7]=[C:6]([CH3:8])[C:5]([N+:9]([O-:11])=[O:10])=[CH:4][N:3]=1.[CH3:12][O-:13].[Na+].[Cl-].[NH4+]. Product: [CH3:12][O:13][C:2]1[CH:7]=[C:6]([CH3:8])[C:5]([N+:9]([O-:11])=[O:10])=[CH:4][N:3]=1. The catalyst class is: 5. (3) Reactant: [F:1][CH:2]([C:7]1[CH:12]=[CH:11][CH:10]=[C:9]([CH3:13])[CH:8]=1)[C:3]([F:6])([CH3:5])[CH3:4].[Br:14]N1C(=O)CCC1=O.N(C(C)(C)C#N)=NC(C)(C)C#N. Product: [F:1][CH:2]([C:7]1[CH:8]=[C:9]([CH:10]=[CH:11][CH:12]=1)[CH2:13][Br:14])[C:3]([F:6])([CH3:5])[CH3:4]. The catalyst class is: 53. (4) Reactant: [C:1]([C:4]1[CH:5]=[C:6]([F:34])[C:7]([C:15]2[CH:24]=[CH:23][CH:22]=[C:21]3[C:16]=2[C:17]([F:33])([F:32])[CH2:18][N:19](C(OC(C)(C)C)=O)[CH2:20]3)=[C:8]2[C:12]=1[NH:11][C:10]([CH3:13])=[C:9]2[CH3:14])(=[O:3])[NH2:2]. Product: [F:33][C:17]1([F:32])[C:16]2[C:21](=[CH:22][CH:23]=[CH:24][C:15]=2[C:7]2[C:6]([F:34])=[CH:5][C:4]([C:1]([NH2:2])=[O:3])=[C:12]3[C:8]=2[C:9]([CH3:14])=[C:10]([CH3:13])[NH:11]3)[CH2:20][NH:19][CH2:18]1. The catalyst class is: 157.